From a dataset of Full USPTO retrosynthesis dataset with 1.9M reactions from patents (1976-2016). Predict the reactants needed to synthesize the given product. (1) Given the product [C:30]([O:29][C:27](=[O:28])[NH:8][CH:7]([C:9]1[CH:14]=[CH:13][C:12]([O:15][C:16]([F:17])([F:18])[F:19])=[CH:11][CH:10]=1)[CH2:6][N:1]1[CH2:5][CH2:4][CH2:3][CH2:2]1)([CH3:33])([CH3:32])[CH3:31], predict the reactants needed to synthesize it. The reactants are: [N:1]1([CH2:6][CH:7]([C:9]2[CH:14]=[CH:13][C:12]([O:15][C:16]([F:19])([F:18])[F:17])=[CH:11][CH:10]=2)[NH2:8])[CH2:5][CH2:4][CH2:3][CH2:2]1.C(N(CC)CC)C.[C:27](O[C:27]([O:29][C:30]([CH3:33])([CH3:32])[CH3:31])=[O:28])([O:29][C:30]([CH3:33])([CH3:32])[CH3:31])=[O:28]. (2) Given the product [Br:41][CH2:13][C:5]1[CH:6]=[C:7]([C:9]([F:12])([F:11])[F:10])[CH:8]=[C:3]([O:2][CH3:1])[CH:4]=1, predict the reactants needed to synthesize it. The reactants are: [CH3:1][O:2][C:3]1[CH:4]=[C:5]([CH2:13]O)[CH:6]=[C:7]([C:9]([F:12])([F:11])[F:10])[CH:8]=1.C1(P(C2C=CC=CC=2)C2C=CC=CC=2)C=CC=CC=1.C1C(=O)N([Br:41])C(=O)C1.O.